From a dataset of NCI-60 drug combinations with 297,098 pairs across 59 cell lines. Regression. Given two drug SMILES strings and cell line genomic features, predict the synergy score measuring deviation from expected non-interaction effect. (1) Drug 2: C1=NNC2=C1C(=O)NC=N2. Cell line: MDA-MB-435. Drug 1: C1=CN(C(=O)N=C1N)C2C(C(C(O2)CO)O)O.Cl. Synergy scores: CSS=14.9, Synergy_ZIP=-4.88, Synergy_Bliss=0.734, Synergy_Loewe=-9.79, Synergy_HSA=0.183. (2) Drug 1: CC(C)(C1=NC(=CC=C1)N2C3=NC(=NC=C3C(=O)N2CC=C)NC4=CC=C(C=C4)N5CCN(CC5)C)O. Drug 2: CC1CCC2CC(C(=CC=CC=CC(CC(C(=O)C(C(C(=CC(C(=O)CC(OC(=O)C3CCCCN3C(=O)C(=O)C1(O2)O)C(C)CC4CCC(C(C4)OC)OP(=O)(C)C)C)C)O)OC)C)C)C)OC. Cell line: HCT116. Synergy scores: CSS=28.6, Synergy_ZIP=1.10, Synergy_Bliss=2.11, Synergy_Loewe=2.32, Synergy_HSA=2.46. (3) Drug 1: CC1C(C(=O)NC(C(=O)N2CCCC2C(=O)N(CC(=O)N(C(C(=O)O1)C(C)C)C)C)C(C)C)NC(=O)C3=C4C(=C(C=C3)C)OC5=C(C(=O)C(=C(C5=N4)C(=O)NC6C(OC(=O)C(N(C(=O)CN(C(=O)C7CCCN7C(=O)C(NC6=O)C(C)C)C)C)C(C)C)C)N)C. Drug 2: CC1C(C(CC(O1)OC2CC(CC3=C2C(=C4C(=C3O)C(=O)C5=CC=CC=C5C4=O)O)(C(=O)C)O)N)O. Cell line: K-562. Synergy scores: CSS=44.2, Synergy_ZIP=17.8, Synergy_Bliss=17.7, Synergy_Loewe=16.9, Synergy_HSA=17.7. (4) Cell line: HOP-62. Drug 1: C1=C(C(=O)NC(=O)N1)F. Drug 2: CN(CC1=CN=C2C(=N1)C(=NC(=N2)N)N)C3=CC=C(C=C3)C(=O)NC(CCC(=O)O)C(=O)O. Synergy scores: CSS=27.2, Synergy_ZIP=-9.53, Synergy_Bliss=-3.94, Synergy_Loewe=-8.15, Synergy_HSA=-0.682. (5) Drug 1: CC1=C(C=C(C=C1)NC2=NC=CC(=N2)N(C)C3=CC4=NN(C(=C4C=C3)C)C)S(=O)(=O)N.Cl. Drug 2: CN1C2=C(C=C(C=C2)N(CCCl)CCCl)N=C1CCCC(=O)O.Cl. Cell line: KM12. Synergy scores: CSS=10.5, Synergy_ZIP=-4.46, Synergy_Bliss=-1.83, Synergy_Loewe=-0.0641, Synergy_HSA=0.606. (6) Drug 1: C1CCC(C1)C(CC#N)N2C=C(C=N2)C3=C4C=CNC4=NC=N3. Cell line: NCI-H460. Synergy scores: CSS=45.2, Synergy_ZIP=15.1, Synergy_Bliss=15.8, Synergy_Loewe=-15.8, Synergy_HSA=14.9. Drug 2: CC1=C2C(C(=O)C3(C(CC4C(C3C(C(C2(C)C)(CC1OC(=O)C(C(C5=CC=CC=C5)NC(=O)OC(C)(C)C)O)O)OC(=O)C6=CC=CC=C6)(CO4)OC(=O)C)O)C)O. (7) Drug 1: C1CCC(CC1)NC(=O)N(CCCl)N=O. Drug 2: CN(C)N=NC1=C(NC=N1)C(=O)N. Cell line: MDA-MB-231. Synergy scores: CSS=11.0, Synergy_ZIP=-4.87, Synergy_Bliss=2.26, Synergy_Loewe=-11.1, Synergy_HSA=-0.484. (8) Drug 1: CC1=C(C=C(C=C1)C(=O)NC2=CC(=CC(=C2)C(F)(F)F)N3C=C(N=C3)C)NC4=NC=CC(=N4)C5=CN=CC=C5. Drug 2: CC1CCC2CC(C(=CC=CC=CC(CC(C(=O)C(C(C(=CC(C(=O)CC(OC(=O)C3CCCCN3C(=O)C(=O)C1(O2)O)C(C)CC4CCC(C(C4)OC)OCCO)C)C)O)OC)C)C)C)OC. Cell line: BT-549. Synergy scores: CSS=0.118, Synergy_ZIP=2.46, Synergy_Bliss=4.55, Synergy_Loewe=-6.36, Synergy_HSA=-2.45. (9) Drug 1: C1=C(C(=O)NC(=O)N1)F. Drug 2: CCC1(CC2CC(C3=C(CCN(C2)C1)C4=CC=CC=C4N3)(C5=C(C=C6C(=C5)C78CCN9C7C(C=CC9)(C(C(C8N6C)(C(=O)OC)O)OC(=O)C)CC)OC)C(=O)OC)O.OS(=O)(=O)O. Cell line: EKVX. Synergy scores: CSS=38.3, Synergy_ZIP=-7.63, Synergy_Bliss=-8.50, Synergy_Loewe=-5.90, Synergy_HSA=-5.02.